This data is from Cav3 T-type calcium channel HTS with 100,875 compounds. The task is: Binary Classification. Given a drug SMILES string, predict its activity (active/inactive) in a high-throughput screening assay against a specified biological target. (1) The drug is S(C1CCOC1=O)c1oc(nn1)c1ccccc1. The result is 0 (inactive). (2) The compound is O=c1n(n(c(c1NC(=O)c1c(noc1C)c1ccccc1)C)C)c1ccccc1. The result is 0 (inactive). (3) The drug is S(Cc1n(c2c(n1)cccc2)CC)c1sc2c(n1)cccc2. The result is 1 (active). (4) The molecule is FC(F)c1n2ncc(c2nc(C2CC2)c1)C(=O)NCCc1ccccc1. The result is 0 (inactive).